Dataset: NCI-60 drug combinations with 297,098 pairs across 59 cell lines. Task: Regression. Given two drug SMILES strings and cell line genomic features, predict the synergy score measuring deviation from expected non-interaction effect. Drug 1: C1CC(=O)NC(=O)C1N2CC3=C(C2=O)C=CC=C3N. Drug 2: CC1=C(C(=CC=C1)Cl)NC(=O)C2=CN=C(S2)NC3=CC(=NC(=N3)C)N4CCN(CC4)CCO. Cell line: MDA-MB-435. Synergy scores: CSS=-2.05, Synergy_ZIP=1.08, Synergy_Bliss=0.923, Synergy_Loewe=-3.25, Synergy_HSA=-4.55.